This data is from Forward reaction prediction with 1.9M reactions from USPTO patents (1976-2016). The task is: Predict the product of the given reaction. (1) Given the reactants C(P(C(C)(C)C)C(C)(C)C)(C)(C)C.Cl[C:15]1[CH:16]=[C:17]2[C:22](=[CH:23][CH:24]=1)[N:21]=[CH:20][N:19]=[C:18]2[NH:25][C:26]1[CH:31]=[CH:30][C:29]([O:32][C:33]2[CH:34]=[N:35][C:36]([CH3:39])=[CH:37][CH:38]=2)=[C:28]([CH3:40])[CH:27]=1.[CH2:41]([NH:44][C:45](=[O:49])[CH2:46][O:47][CH3:48])[CH:42]=[CH2:43].C([O-])(=O)C.[Na+], predict the reaction product. The product is: [CH3:48][O:47][CH2:46][C:45]([NH:44][CH2:41][CH:42]=[CH:43][C:15]1[CH:16]=[C:17]2[C:22](=[CH:23][CH:24]=1)[N:21]=[CH:20][N:19]=[C:18]2[NH:25][C:26]1[CH:31]=[CH:30][C:29]([O:32][C:33]2[CH:34]=[N:35][C:36]([CH3:39])=[CH:37][CH:38]=2)=[C:28]([CH3:40])[CH:27]=1)=[O:49]. (2) Given the reactants [NH2:1][C:2]1[CH:7]=[C:6]([Br:8])[C:5]([CH3:9])=[CH:4][C:3]=1[OH:10].C(N(CC)CC)C.Cl[CH2:19][C:20](Cl)=[O:21].[H-].[Na+], predict the reaction product. The product is: [Br:8][C:6]1[C:5]([CH3:9])=[CH:4][C:3]2[O:10][CH2:19][C:20](=[O:21])[NH:1][C:2]=2[CH:7]=1. (3) Given the reactants O.I([O-])(=O)(=O)=O.[Na+].[CH2:8]([O:10][C:11](=[O:27])[C:12]1[CH:17]=[C:16]([C:18]([F:21])([F:20])[F:19])[C:15]([CH:22]([OH:25])CO)=[CH:14][C:13]=1[NH2:26])[CH3:9], predict the reaction product. The product is: [CH2:8]([O:10][C:11](=[O:27])[C:12]1[CH:17]=[C:16]([C:18]([F:19])([F:21])[F:20])[C:15]([CH:22]=[O:25])=[CH:14][C:13]=1[NH2:26])[CH3:9].